Dataset: NCI-60 drug combinations with 297,098 pairs across 59 cell lines. Task: Regression. Given two drug SMILES strings and cell line genomic features, predict the synergy score measuring deviation from expected non-interaction effect. (1) Drug 1: CN1CCC(CC1)COC2=C(C=C3C(=C2)N=CN=C3NC4=C(C=C(C=C4)Br)F)OC. Drug 2: CC1C(C(CC(O1)OC2CC(OC(C2O)C)OC3=CC4=CC5=C(C(=O)C(C(C5)C(C(=O)C(C(C)O)O)OC)OC6CC(C(C(O6)C)O)OC7CC(C(C(O7)C)O)OC8CC(C(C(O8)C)O)(C)O)C(=C4C(=C3C)O)O)O)O. Cell line: RPMI-8226. Synergy scores: CSS=7.28, Synergy_ZIP=33.6, Synergy_Bliss=34.2, Synergy_Loewe=29.1, Synergy_HSA=28.5. (2) Drug 1: CN(CC1=CN=C2C(=N1)C(=NC(=N2)N)N)C3=CC=C(C=C3)C(=O)NC(CCC(=O)O)C(=O)O. Drug 2: CCN(CC)CCCC(C)NC1=C2C=C(C=CC2=NC3=C1C=CC(=C3)Cl)OC. Cell line: T-47D. Synergy scores: CSS=3.64, Synergy_ZIP=2.33, Synergy_Bliss=4.36, Synergy_Loewe=-0.519, Synergy_HSA=-1.04.